This data is from Forward reaction prediction with 1.9M reactions from USPTO patents (1976-2016). The task is: Predict the product of the given reaction. (1) Given the reactants [C:1]([O:5][C:6]([NH:8][CH2:9][CH2:10][CH2:11][CH2:12][C:13]([OH:15])=O)=[O:7])([CH3:4])([CH3:3])[CH3:2].CCN=C=N[CH2:21][CH2:22][CH2:23][N:24]([CH3:26])C.Cl.[CH:28]1[CH:29]=[CH:30][C:31]2N(O)N=[N:34][C:32]=2C=1, predict the reaction product. The product is: [CH3:1][O:5][C:6](=[O:7])[C:29]1[CH:30]=[CH:31][C:32]([NH:34][C:13](=[O:15])[CH2:12][CH2:11][CH2:10][CH2:9][NH:8][C:6]([O:5][C:1]([CH3:2])([CH3:3])[CH3:4])=[O:7])=[C:26]([NH:24][CH2:23][CH2:22][CH3:21])[CH:28]=1. (2) Given the reactants C1(P(C2CCCCC2)C2C=CC=CC=2C2C=CC=CC=2N(C)C)CCCCC1.CC(C)([O-])C.[K+].[NH:35]1[CH2:40][CH2:39][O:38][CH2:37][CH2:36]1.Br[C:42]1[CH:47]=[C:46]([CH3:48])[C:45]([NH2:49])=[C:44]([O:50][CH3:51])[CH:43]=1, predict the reaction product. The product is: [CH3:51][O:50][C:44]1[CH:43]=[C:42]([N:35]2[CH2:40][CH2:39][O:38][CH2:37][CH2:36]2)[CH:47]=[C:46]([CH3:48])[C:45]=1[NH2:49]. (3) Given the reactants [NH2:1][C:2]1[CH:3]=[C:4]2[C:9](=[CH:10][CH:11]=1)[N:8]=[CH:7][CH:6]=[CH:5]2.[C:12]1([N:18]=[C:19]=[O:20])[CH:17]=[CH:16][CH:15]=[CH:14][CH:13]=1, predict the reaction product. The product is: [C:12]1([NH:18][C:19]([NH:1][C:2]2[CH:3]=[C:4]3[C:9](=[CH:10][CH:11]=2)[N:8]=[CH:7][CH:6]=[CH:5]3)=[O:20])[CH:17]=[CH:16][CH:15]=[CH:14][CH:13]=1. (4) Given the reactants [CH2:1]([O:3][C:4](=[O:34])[CH:5]=[CH:6][C:7]1[C:8]([O:14][CH2:15][C:16]([N:18]2[CH2:23][C@H:22]([CH3:24])[N:21]([CH2:25][C:26]3[CH:31]=[CH:30][C:29]([F:32])=[CH:28][CH:27]=3)[CH2:20][C@H:19]2[CH3:33])=[O:17])=[N:9][CH:10]=[C:11]([Cl:13])[CH:12]=1)[CH3:2].[H][H], predict the reaction product. The product is: [CH2:1]([O:3][C:4](=[O:34])[CH2:5][CH2:6][C:7]1[C:8]([O:14][CH2:15][C:16]([N:18]2[CH2:23][C@H:22]([CH3:24])[N:21]([CH2:25][C:26]3[CH:31]=[CH:30][C:29]([F:32])=[CH:28][CH:27]=3)[CH2:20][C@H:19]2[CH3:33])=[O:17])=[N:9][CH:10]=[C:11]([Cl:13])[CH:12]=1)[CH3:2]. (5) Given the reactants [NH:1]([C:3]1[C:8]([CH3:9])=[CH:7][C:6]([N+:10]([O-:12])=[O:11])=[CH:5][N:4]=1)[NH2:2].[F:13][CH2:14][C:15](O[C:15](=[O:16])[CH2:14][F:13])=[O:16].C1COCC1, predict the reaction product. The product is: [F:13][CH2:14][C:15]([NH:2][NH:1][C:3]1[C:8]([CH3:9])=[CH:7][C:6]([N+:10]([O-:12])=[O:11])=[CH:5][N:4]=1)=[O:16]. (6) Given the reactants [C:1]([O:5][C:6]([NH:8][O:9][C:10]([O:12][CH2:13][CH2:14][O:15][CH3:16])=[O:11])=[O:7])([CH3:4])([CH3:3])[CH3:2].[CH3:17][S:18]([C:21]1[CH:26]=[CH:25][CH:24]=[CH:23][C:22]=1[S:27](Cl)(=[O:29])=[O:28])(=[O:20])=[O:19], predict the reaction product. The product is: [C:1]([O:5][C:6]([N:8]([O:9][C:10]([O:12][CH2:13][CH2:14][O:15][CH3:16])=[O:11])[S:27]([C:22]1[CH:23]=[CH:24][CH:25]=[CH:26][C:21]=1[S:18]([CH3:17])(=[O:20])=[O:19])(=[O:29])=[O:28])=[O:7])([CH3:4])([CH3:3])[CH3:2]. (7) Given the reactants [Cl:1][C:2]1[C:7]2OCO[C:6]=2[CH:5]=[C:4]([C:11]2[C:15]([C:16]([F:19])([F:18])[F:17])=[N:14][N:13]([C:20]3[N:25]=[CH:24][CH:23]=[CH:22][N:21]=3)[C:12]=2[NH2:26])[CH:3]=1.CO[CH:29]1[CH2:33][CH2:32][CH:31](OC)O1, predict the reaction product. The product is: [Cl:1][C:2]1[CH:3]=[C:4]([C:11]2[C:15]([C:16]([F:19])([F:18])[F:17])=[N:14][N:13]([C:20]3[N:25]=[CH:24][CH:23]=[CH:22][N:21]=3)[C:12]=2[N:26]2[CH:29]=[CH:33][CH:32]=[CH:31]2)[CH:5]=[C:6]([C:16]([F:19])([F:18])[F:17])[CH:7]=1. (8) Given the reactants C(O[CH:4](OCC)[C:5]#[C:6][C:7]1[CH:8]=[C:9]([C:25]([O:27][CH2:28][CH3:29])=[O:26])[C:10](=[O:24])[N:11]([C:14]2[CH:19]=[CH:18][CH:17]=[C:16]([C:20]([F:23])([F:22])[F:21])[CH:15]=2)[C:12]=1[CH3:13])C.Cl.[C:34]([C:36]1[CH:41]=[CH:40][C:39]([NH:42][NH2:43])=[CH:38][CH:37]=1)#[N:35], predict the reaction product. The product is: [C:34]([C:36]1[CH:41]=[CH:40][C:39]([N:42]2[C:6]([C:7]3[CH:8]=[C:9]([C:25]([O:27][CH2:28][CH3:29])=[O:26])[C:10](=[O:24])[N:11]([C:14]4[CH:19]=[CH:18][CH:17]=[C:16]([C:20]([F:23])([F:21])[F:22])[CH:15]=4)[C:12]=3[CH3:13])=[CH:5][CH:4]=[N:43]2)=[CH:38][CH:37]=1)#[N:35]. (9) Given the reactants [NH2:1][C:2]1([C:17]2[NH:21][C:20]3[CH:22]=[CH:23][CH:24]=[C:25]([CH2:26][OH:27])[C:19]=3[N:18]=2)[CH2:7][CH2:6][N:5]([C:8]2[C:9]3[CH:16]=[CH:15][NH:14][C:10]=3[N:11]=[CH:12][N:13]=2)[CH2:4][CH2:3]1.C(Cl)Cl, predict the reaction product. The product is: [NH2:1][C:2]1([C:17]2[NH:21][C:20]3[CH:22]=[CH:23][CH:24]=[C:25]([CH:26]=[O:27])[C:19]=3[N:18]=2)[CH2:7][CH2:6][N:5]([C:8]2[C:9]3[CH:16]=[CH:15][NH:14][C:10]=3[N:11]=[CH:12][N:13]=2)[CH2:4][CH2:3]1. (10) Given the reactants [CH2:1]=[C:2]1[CH2:11][CH2:10][C:5]2(OCC[O:6]2)[CH2:4][CH2:3]1.[N+](=[CH:14][C:15]([O:17][CH2:18][CH3:19])=[O:16])=[N-], predict the reaction product. The product is: [O:6]=[C:5]1[CH2:10][CH2:11][C:2]2([C@@H:14]([C:15]([O:17][CH2:18][CH3:19])=[O:16])[CH2:1]2)[CH2:3][CH2:4]1.